From a dataset of Full USPTO retrosynthesis dataset with 1.9M reactions from patents (1976-2016). Predict the reactants needed to synthesize the given product. (1) The reactants are: [F:1][C:2]1[CH:7]=[CH:6][C:5]([NH:8][C:9]([C:11]2([C:14]([OH:16])=O)[CH2:13][CH2:12]2)=[O:10])=[CH:4][CH:3]=1.C1(C(O)=O)(C(O)=O)CC1.FC1C=CC([NH2:31])=CC=1.C(Cl)(=O)C(Cl)=O.[F:40][C:41]1[CH:42]=[C:43]([CH:45]=[CH:46][C:47]=1[O:48][C:49]1[CH:54]=[CH:53][N:52]=[C:51]2[CH:55]=[C:56]([I:58])[S:57][C:50]=12)N.C([O-])(O)=O.[Na+]. Given the product [F:40][C:41]1[CH:42]=[C:43]([N:8]([C:5]2[CH:4]=[CH:3][C:2]([F:1])=[CH:7][CH:6]=2)[C:9]([C:11]2([C:14]([NH2:31])=[O:16])[CH2:12][CH2:13]2)=[O:10])[CH:45]=[CH:46][C:47]=1[O:48][C:49]1[CH:54]=[CH:53][N:52]=[C:51]2[CH:55]=[C:56]([I:58])[S:57][C:50]=12, predict the reactants needed to synthesize it. (2) Given the product [CH3:1][O:2][C:3]1[CH:4]=[CH:5][C:6]([C:9]([NH:24][C:25]2[CH2:26][O:27][C:28]([CH3:51])([CH3:50])[C:29]([F:48])([F:49])[C@:30]([C:33]3[CH:38]=[C:37]([C:53]4[N:54]=[CH:55][N:56]([C:58]5[CH:63]=[CH:62][CH:61]=[CH:60][N:59]=5)[CH:57]=4)[CH:36]=[CH:35][C:34]=3[F:47])([CH3:32])[N:31]=2)([C:16]2[CH:17]=[CH:18][C:19]([O:22][CH3:23])=[CH:20][CH:21]=2)[C:10]2[CH:11]=[CH:12][CH:13]=[CH:14][CH:15]=2)=[CH:7][CH:8]=1, predict the reactants needed to synthesize it. The reactants are: [CH3:1][O:2][C:3]1[CH:8]=[CH:7][C:6]([C:9]([NH:24][C:25]2[CH2:26][O:27][C:28]([CH3:51])([CH3:50])[C:29]([F:49])([F:48])[C@:30]([C:33]3[CH:38]=[C:37](B4OCC(C)(C)CO4)[CH:36]=[CH:35][C:34]=3[F:47])([CH3:32])[N:31]=2)([C:16]2[CH:21]=[CH:20][C:19]([O:22][CH3:23])=[CH:18][CH:17]=2)[C:10]2[CH:15]=[CH:14][CH:13]=[CH:12][CH:11]=2)=[CH:5][CH:4]=1.Br[C:53]1[N:54]=[CH:55][N:56]([C:58]2[CH:63]=[CH:62][CH:61]=[CH:60][N:59]=2)[CH:57]=1. (3) Given the product [C:16]1([CH3:15])[CH:24]=[CH:23][C:19]([C:20]2[C:31]([C:32]([O:34][CH3:35])=[O:33])=[CH:30][O:22][N:21]=2)=[CH:18][CH:17]=1, predict the reactants needed to synthesize it. The reactants are: ClN1C(=O)CCC1=O.N1C=CC=CC=1.[CH3:15][C:16]1[CH:24]=[CH:23][C:19]([CH:20]=[N:21][OH:22])=[CH:18][CH:17]=1.[N+](C1C=C[C:31]([C:32]([O:34][CH:35]=CC(OC)=O)=[O:33])=[CH:30]C=1)([O-])=O.C(N(CC)CC)C.C(=O)([O-])O.[Na+]. (4) Given the product [Br:1][C:2]1[CH:3]=[C:4]([C@:9]2([CH3:16])[CH2:14][CH2:13][S:12][C:11]([NH:15][C:23](=[O:25])[CH3:24])=[N:10]2)[CH:5]=[CH:6][C:7]=1[F:8], predict the reactants needed to synthesize it. The reactants are: [Br:1][C:2]1[CH:3]=[C:4]([C@:9]2([CH3:16])[CH2:14][CH2:13][S:12][C:11]([NH2:15])=[N:10]2)[CH:5]=[CH:6][C:7]=1[F:8].N1C=CC=CC=1.[C:23](OC(=O)C)(=[O:25])[CH3:24].O. (5) Given the product [NH3:4].[CH:1]([N:4]1[CH2:5][CH2:6][N:7]([C:10]([C:12]2[CH:13]=[N:14][C:15]([NH:18][CH2:19][CH2:20][N:21]3[CH2:22][CH2:23][CH2:24][CH2:25][CH2:26]3)=[CH:16][CH:17]=2)=[O:11])[CH2:8][CH2:9]1)([CH3:3])[CH3:2], predict the reactants needed to synthesize it. The reactants are: [CH:1]([N:4]1[CH2:9][CH2:8][N:7]([C:10]([C:12]2[CH:13]=[N:14][C:15]([NH:18][CH2:19][CH2:20][N:21]3[CH2:26][CH2:25][CH2:24][CH2:23][CH2:22]3)=[CH:16][CH:17]=2)=[O:11])[CH2:6][CH2:5]1)([CH3:3])[CH3:2].ClC1N=CC(C(N2CCN(C(C)C)CC2)=O)=CC=1.NCCN1CCCCC1. (6) Given the product [Cl:1][C:2]1[CH:3]=[C:4]([CH2:9][CH2:10][NH:11][CH2:12][C:13]2[CH:14]=[CH:15][C:16]([C:19]([OH:28])([C:24]([F:25])([F:26])[F:27])[C:20]([F:21])([F:22])[F:23])=[CH:17][CH:18]=2)[CH:5]=[CH:6][C:7]=1[Cl:8], predict the reactants needed to synthesize it. The reactants are: [Cl:1][C:2]1[CH:3]=[C:4]([CH2:9][CH2:10][NH:11][C:12](=O)[C:13]2[CH:18]=[CH:17][C:16]([C:19]([OH:28])([C:24]([F:27])([F:26])[F:25])[C:20]([F:23])([F:22])[F:21])=[CH:15][CH:14]=2)[CH:5]=[CH:6][C:7]=1[Cl:8].Cl.[OH-].[Na+]. (7) Given the product [O:12]1[CH2:8][CH2:5][CH2:6][CH2:7][CH:2]1[O:25][CH:26]1[CH2:27][N:28]([C:30]2[CH:31]=[CH:32][C:33]([C:36](=[O:40])[CH2:37][CH2:38][CH3:39])=[CH:34][CH:35]=2)[CH2:29]1, predict the reactants needed to synthesize it. The reactants are: F[C:2]1[CH:7]=[CH:6][C:5]([C:8](=[O:12])CCC)=CC=1.Cl.N1CC(O)C1.C([O-])([O-])=O.[K+].[K+].[OH:25][CH:26]1[CH2:29][N:28]([C:30]2[CH:35]=[CH:34][C:33]([C:36](=[O:40])[CH2:37][CH2:38][CH3:39])=[CH:32][CH:31]=2)[CH2:27]1.O1C=CCCC1. (8) Given the product [CH2:1]([O:3][C:4](=[O:28])[NH:5][C:6]1[CH:11]=[CH:10][CH:9]=[C:8]([CH2:12][N:13]2[C:18](=[O:19])[CH:17]=[CH:16][C:15]([C:20]3[CH:21]=[CH:22][C:23]([C:26]4[NH:31][N:30]=[N:29][N:27]=4)=[CH:24][CH:25]=3)=[N:14]2)[CH:7]=1)[CH3:2], predict the reactants needed to synthesize it. The reactants are: [CH2:1]([O:3][C:4](=[O:28])[NH:5][C:6]1[CH:11]=[CH:10][CH:9]=[C:8]([CH2:12][N:13]2[C:18](=[O:19])[CH:17]=[CH:16][C:15]([C:20]3[CH:25]=[CH:24][C:23]([C:26]#[N:27])=[CH:22][CH:21]=3)=[N:14]2)[CH:7]=1)[CH3:2].[N-:29]=[N+:30]=[N-:31].[Na+].[Cl-].C([NH+](CC)CC)C. (9) Given the product [Cl:8][C:9]1[CH:14]=[C:13]([O:15][C:16]2[C:25]3[C:20](=[CH:21][C:22]([O:28][CH3:29])=[C:23]([O:26][CH3:27])[CH:24]=3)[N:19]=[CH:18][N:17]=2)[CH:12]=[CH:11][C:10]=1[N:30]([CH2:40][CH3:41])[C:31](=[O:39])[O:32][CH:33]1[CH2:38][CH2:37][CH2:36][CH2:35][CH2:34]1, predict the reactants needed to synthesize it. The reactants are: CN(C)C=O.[H-].[Na+].[Cl:8][C:9]1[CH:14]=[C:13]([O:15][C:16]2[C:25]3[C:20](=[CH:21][C:22]([O:28][CH3:29])=[C:23]([O:26][CH3:27])[CH:24]=3)[N:19]=[CH:18][N:17]=2)[CH:12]=[CH:11][C:10]=1[NH:30][C:31](=[O:39])[O:32][CH:33]1[CH2:38][CH2:37][CH2:36][CH2:35][CH2:34]1.[CH2:40](I)[CH3:41].